This data is from Forward reaction prediction with 1.9M reactions from USPTO patents (1976-2016). The task is: Predict the product of the given reaction. (1) Given the reactants Cl.[CH3:2][C@H:3]1[O:8][CH2:7][CH2:6][NH:5][CH2:4]1.[Br:9][C:10]1[N:15]=[C:14]([C:16](O)=[O:17])[CH:13]=[CH:12][CH:11]=1, predict the reaction product. The product is: [Br:9][C:10]1[N:15]=[C:14]([C:16]([N:5]2[CH2:6][CH2:7][O:8][C@H:3]([CH3:2])[CH2:4]2)=[O:17])[CH:13]=[CH:12][CH:11]=1. (2) Given the reactants [NH3:1].C[O:3][C:4]([C@@H:6]1[O:10][C:9](=[O:11])[N:8]([C:12]2[CH:13]=[C:14]3[C:18](=[CH:19][CH:20]=2)[N:17]([CH:21]([CH3:24])[CH2:22][F:23])[C:16](=[O:25])[CH2:15]3)[CH2:7]1)=O, predict the reaction product. The product is: [F:23][CH2:22][CH:21]([N:17]1[C:18]2[C:14](=[CH:13][C:12]([N:8]3[CH2:7][C@H:6]([C:4]([NH2:1])=[O:3])[O:10][C:9]3=[O:11])=[CH:20][CH:19]=2)[CH2:15][C:16]1=[O:25])[CH3:24].